This data is from NCI-60 drug combinations with 297,098 pairs across 59 cell lines. The task is: Regression. Given two drug SMILES strings and cell line genomic features, predict the synergy score measuring deviation from expected non-interaction effect. (1) Drug 1: CC1C(C(CC(O1)OC2CC(CC3=C2C(=C4C(=C3O)C(=O)C5=C(C4=O)C(=CC=C5)OC)O)(C(=O)C)O)N)O.Cl. Drug 2: COC1=C2C(=CC3=C1OC=C3)C=CC(=O)O2. Cell line: NCI-H226. Synergy scores: CSS=11.0, Synergy_ZIP=-0.279, Synergy_Bliss=3.45, Synergy_Loewe=-17.5, Synergy_HSA=0.483. (2) Drug 1: C1CN(CCN1C(=O)CCBr)C(=O)CCBr. Drug 2: CC1=C(C(=O)C2=C(C1=O)N3CC4C(C3(C2COC(=O)N)OC)N4)N. Cell line: MOLT-4. Synergy scores: CSS=65.0, Synergy_ZIP=-3.02, Synergy_Bliss=-2.66, Synergy_Loewe=-3.78, Synergy_HSA=-1.62.